Dataset: Full USPTO retrosynthesis dataset with 1.9M reactions from patents (1976-2016). Task: Predict the reactants needed to synthesize the given product. Given the product [CH3:1]/[CH:2]=[C:3]1/[C:4]([NH:6][C@@H:7]([CH:34]([CH3:36])[CH3:35])[C:8]([O:10][C@H:11](/[CH:29]=[CH:30]/[CH2:31][CH2:32][SH:33])[CH2:12][C:13]([CH2:15][C@H:16]([CH:26]([CH3:27])[CH3:28])[C:17]([NH:19][C@H:20]([CH2:24][SH:25])[C:21]([NH:23]/1)=[O:22])=[O:18])=[O:14])=[O:9])=[O:5].[CH2:46]([OH:47])[C@H:44]([C@H:42]([C@@H:40]([C@@H:38]([CH2:37][OH:48])[OH:39])[OH:41])[OH:43])[OH:45], predict the reactants needed to synthesize it. The reactants are: [CH3:1]/[CH:2]=[C:3]1/[C:4]([NH:6][C@@H:7]([CH:34]([CH3:36])[CH3:35])[C:8]([O:10][C@H:11](/[CH:29]=[CH:30]/[CH2:31][CH2:32][SH:33])[CH2:12][C:13]([CH2:15][C@H:16]([CH:26]([CH3:28])[CH3:27])[C:17]([NH:19][C@H:20]([CH2:24][SH:25])[C:21]([NH:23]/1)=[O:22])=[O:18])=[O:14])=[O:9])=[O:5].[CH2:37]([OH:48])[C@H:38]([C@H:40]([C@@H:42]([C@@H:44]([CH2:46][OH:47])[OH:45])[OH:43])[OH:41])[OH:39].C(O)C(O)C.OP([O-])(O)=O.[Na+].OP([O-])([O-])=O.[Na+].[Na+].